Predict the reactants needed to synthesize the given product. From a dataset of Full USPTO retrosynthesis dataset with 1.9M reactions from patents (1976-2016). (1) Given the product [Cl:1][C:2]1[CH:7]=[CH:6][CH:5]=[CH:4][C:3]=1[C:8]1[N:9]([C:20]2[CH:21]=[CH:22][C:23]([Cl:26])=[CH:24][CH:25]=2)[C:10]([CH2:18][CH3:19])=[C:11]([C:13]([OH:15])=[O:14])[N:12]=1, predict the reactants needed to synthesize it. The reactants are: [Cl:1][C:2]1[CH:7]=[CH:6][CH:5]=[CH:4][C:3]=1[C:8]1[N:9]([C:20]2[CH:25]=[CH:24][C:23]([Cl:26])=[CH:22][CH:21]=2)[C:10]([CH2:18][CH3:19])=[C:11]([C:13]([O:15]CC)=[O:14])[N:12]=1.[Li+].[OH-].Cl. (2) Given the product [CH2:1]([O:8][C:9]1[CH:10]=[C:11]([CH:16]=[C:17]([O:19][C@@H:42]([CH3:43])[CH2:41][O:40][CH3:39])[CH:18]=1)[C:12]([O:14][CH3:15])=[O:13])[C:2]1[CH:3]=[CH:4][CH:5]=[CH:6][CH:7]=1, predict the reactants needed to synthesize it. The reactants are: [CH2:1]([O:8][C:9]1[CH:10]=[C:11]([CH:16]=[C:17]([OH:19])[CH:18]=1)[C:12]([O:14][CH3:15])=[O:13])[C:2]1[CH:7]=[CH:6][CH:5]=[CH:4][CH:3]=1.C1(P(C2C=CC=CC=2)C2C=CC=CC=2)C=CC=CC=1.[CH3:39][O:40][CH2:41][C@H:42](O)[CH3:43].N(C(OC(C)C)=O)=NC(OC(C)C)=O. (3) Given the product [NH2:20][C:19]1[S:3][C:2]([NH:1][C:4]2[CH:9]=[CH:8][C:7]([O:10][CH2:11][C:12]#[CH:13])=[CH:6][CH:5]=2)=[N:14][C:15]=1[C:16]([NH2:18])=[O:17], predict the reactants needed to synthesize it. The reactants are: [N:1]([C:4]1[CH:9]=[CH:8][C:7]([O:10][CH2:11][C:12]#[CH:13])=[CH:6][CH:5]=1)=[C:2]=[S:3].[NH2:14][CH:15]([C:19]#[N:20])[C:16]([NH2:18])=[O:17]. (4) Given the product [CH3:1][O:2][C:3](=[O:25])[CH2:4][C:5]1[C:14]([CH3:15])=[C:13]([C:46]2[CH:51]=[CH:50][C:49]([S:52](=[O:54])(=[O:53])[NH:55][CH:56]3[CH2:61][CH2:60][CH2:59][CH2:58][CH2:57]3)=[CH:48][CH:47]=2)[C:12]2[C:7](=[CH:8][CH:9]=[C:10]([F:24])[CH:11]=2)[CH:6]=1, predict the reactants needed to synthesize it. The reactants are: [CH3:1][O:2][C:3](=[O:25])[CH2:4][C:5]1[C:14]([CH3:15])=[C:13](OS(C(F)(F)F)(=O)=O)[C:12]2[C:7](=[CH:8][CH:9]=[C:10]([F:24])[CH:11]=2)[CH:6]=1.C1(P(C2C=CC=CC=2)C2C=CC=CC=2)C=CC=CC=1.B(O)(O)[C:46]1[CH:51]=[CH:50][C:49]([S:52]([NH:55][CH:56]2[CH2:61][CH2:60][CH2:59][CH2:58][CH2:57]2)(=[O:54])=[O:53])=[CH:48][CH:47]=1.C(=O)([O-])[O-].[Na+].[Na+]. (5) Given the product [NH:6]1[C:7]2[C:12](=[CH:11][CH:10]=[CH:9][CH:8]=2)[C:4]([CH2:3][C:2](=[O:29])[C:13]([OH:15])=[O:14])=[CH:5]1, predict the reactants needed to synthesize it. The reactants are: N[C@H:2]([C:13]([OH:15])=[O:14])[CH2:3][C:4]1[C:12]2[C:7](=[CH:8][CH:9]=[CH:10][CH:11]=2)[NH:6][CH:5]=1.N[C@@H](C(O)=[O:29])CC1C2C(=CC=CC=2)NC=1.NC(C(O)=O)CC1C2C(=CC=CC=2)NC=1. (6) Given the product [Br:15][C:12]1[CH:13]=[N:14][C:9]([N:8]([CH2:1][C:2]2[CH:3]=[CH:4][CH:5]=[CH:6][CH:7]=2)[C:16](=[O:18])[CH3:17])=[N:10][CH:11]=1, predict the reactants needed to synthesize it. The reactants are: [CH2:1]([NH:8][C:9]1[N:14]=[CH:13][C:12]([Br:15])=[CH:11][N:10]=1)[C:2]1[CH:7]=[CH:6][CH:5]=[CH:4][CH:3]=1.[C:16](Cl)(=[O:18])[CH3:17]. (7) Given the product [NH2:65][C:61]1([C:58]2[CH:59]=[CH:60][C:55]([C:47]3[O:46][C:44]4[N:45]=[C:40]([NH:39][CH2:38][CH2:37][N:36]([CH3:35])[CH3:75])[N:41]=[C:42]([O:73][CH3:74])[C:43]=4[C:48]=3[C:49]3[CH:50]=[CH:51][CH:52]=[CH:53][CH:54]=3)=[CH:56][CH:57]=2)[CH2:62][CH2:63][CH2:64]1, predict the reactants needed to synthesize it. The reactants are: COC1C2C(C3C=CC=CC=3)=C(C3C=CC(C4(N)CCC4)=CC=3)OC=2N=C(N2CCOCC2)N=1.[CH3:35][N:36]([CH3:75])[CH2:37][CH2:38][NH:39][C:40]1[N:41]=[C:42]([O:73][CH3:74])[C:43]2[C:48]([C:49]3[CH:54]=[CH:53][CH:52]=[CH:51][CH:50]=3)=[C:47]([C:55]3[CH:60]=[CH:59][C:58]([C:61]4([NH:65]C(=O)OC(C)(C)C)[CH2:64][CH2:63][CH2:62]4)=[CH:57][CH:56]=3)[O:46][C:44]=2[N:45]=1. (8) The reactants are: [CH:1]([C:4]1[N:5]=[CH:6][O:7][CH:8]=1)([CH3:3])[CH3:2].[CH2:9]([O:11][C:12](=[O:33])[N:13]([C:22]1[CH:27]=[C:26](Br)[N:25]=[C:24]([NH2:29])[C:23]=1[N+:30]([O-:32])=[O:31])[CH2:14][C:15]1[CH:16]=[N:17][C:18]([CH3:21])=[CH:19][CH:20]=1)[CH3:10]. Given the product [CH2:9]([O:11][C:12](=[O:33])[N:13]([C:22]1[CH:27]=[C:26]([C:6]2[O:7][CH:8]=[C:4]([CH:1]([CH3:3])[CH3:2])[N:5]=2)[N:25]=[C:24]([NH2:29])[C:23]=1[N+:30]([O-:32])=[O:31])[CH2:14][C:15]1[CH:16]=[N:17][C:18]([CH3:21])=[CH:19][CH:20]=1)[CH3:10], predict the reactants needed to synthesize it. (9) Given the product [Cl:1][C:2]1[CH:9]=[CH:8][C:5]([C:17](=[O:16])[CH3:18])=[C:4]([CH3:10])[CH:3]=1, predict the reactants needed to synthesize it. The reactants are: [Cl:1][C:2]1[CH:9]=[CH:8][C:5](C#N)=[C:4]([CH3:10])[CH:3]=1.C[Mg]I.C([O:16][CH2:17][CH3:18])C. (10) Given the product [C:16]1([C:22]2[N:26]=[C:25]([N:27]3[CH2:32][CH2:31][N:30]([C:8]([NH:7][C:5]4[CH:4]=[N:3][CH:2]=[N:1][CH:6]=4)=[O:15])[CH2:29][CH2:28]3)[S:24][N:23]=2)[CH:17]=[CH:18][CH:19]=[CH:20][CH:21]=1, predict the reactants needed to synthesize it. The reactants are: [N:1]1[CH:6]=[C:5]([NH:7][C:8](=[O:15])OCC(Cl)(Cl)Cl)[CH:4]=[N:3][CH:2]=1.[C:16]1([C:22]2[N:26]=[C:25]([N:27]3[CH2:32][CH2:31][NH:30][CH2:29][CH2:28]3)[S:24][N:23]=2)[CH:21]=[CH:20][CH:19]=[CH:18][CH:17]=1.C(N(C(C)C)CC)(C)C.CS(C)=O.